Dataset: Catalyst prediction with 721,799 reactions and 888 catalyst types from USPTO. Task: Predict which catalyst facilitates the given reaction. Product: [Si:25]([O:32][CH2:33][C:34]([C:38]1[N:16]2[N:15]=[C:14]([C:13]3[N:12]4[CH2:22][CH2:23][CH2:24][C:11]4=[N:10][C:9]=3[C:3]3[CH:4]=[CH:5][C:6]([F:8])=[CH:7][C:2]=3[F:1])[CH:19]=[CH:18][C:17]2=[N:20][N:21]=1)([CH3:37])[CH3:35])([C:28]([CH3:29])([CH3:30])[CH3:31])([CH3:26])[CH3:27]. The catalyst class is: 2. Reactant: [F:1][C:2]1[CH:7]=[C:6]([F:8])[CH:5]=[CH:4][C:3]=1[C:9]1[N:10]=[C:11]2[CH2:24][CH2:23][CH2:22][N:12]2[C:13]=1[C:14]1[N:15]=[N:16][C:17]([NH:20][NH2:21])=[CH:18][CH:19]=1.[Si:25]([O:32][CH2:33][C:34]([CH3:38])([CH3:37])[CH:35]=O)([C:28]([CH3:31])([CH3:30])[CH3:29])([CH3:27])[CH3:26].C(O)(=O)C.C(O)(=O)C.IC1C=CC=CC=1.C([O-])(O)=O.[Na+].